From a dataset of Forward reaction prediction with 1.9M reactions from USPTO patents (1976-2016). Predict the product of the given reaction. (1) Given the reactants Cl.FC1C=C2C(=C(N3CCN(C)CC3)C=1)[O:9]C(C(O)=O)CC2.C(N(CC)C(C)C)(C)C.CN(C(ON1N=NC2C=CC=CC1=2)=[N+](C)C)C.[B-](F)(F)(F)F.[F:54][C:55]1[CH:56]=[C:57]2[C:62](=[C:63]([N:65]3[CH2:70][CH2:69][N:68]([CH3:71])[CH2:67][CH2:66]3)[CH:64]=1)[O:61][CH:60]([C:72]([NH:74][C:75]1[CH:80]=[CH:79][C:78]([N:81]3[CH2:86][CH2:85]C[N:83](C)[C:82]3=[O:88])=[CH:77][CH:76]=1)=[O:73])[CH2:59][CH2:58]2, predict the reaction product. The product is: [F:54][C:55]1[CH:56]=[C:57]2[C:62](=[C:63]([N:65]3[CH2:66][CH2:67][N:68]([CH3:71])[CH2:69][CH2:70]3)[CH:64]=1)[O:61][CH:60]([C:72]([NH:74][C:75]1[CH:76]=[CH:77][C:78]([N:81]3[C:86](=[O:9])[CH2:85][NH:83][C:82]3=[O:88])=[CH:79][CH:80]=1)=[O:73])[CH2:59][CH2:58]2. (2) Given the reactants [OH:1][CH:2]([C:11]1[CH:20]=[CH:19][C:14]2[C:15](=[O:18])[O:16][CH2:17][C:13]=2[C:12]=1[CH3:21])[CH2:3][N:4]1[CH2:9][CH2:8][NH:7][CH2:6][C:5]1=[O:10].[CH3:22][C:23]1[C:31]2[CH2:30][O:29][C:28](=[O:32])[C:27]=2[CH:26]=[CH:25][C:24]=1[C@@H:33]1[CH2:35][O:34]1, predict the reaction product. The product is: [OH:34][C@H:33]([C:24]1[CH:25]=[CH:26][C:27]2[C:28](=[O:32])[O:29][CH2:30][C:31]=2[C:23]=1[CH3:22])[CH2:35][N:7]1[CH2:8][CH2:9][N:4]([CH2:3][CH:2]([OH:1])[C:11]2[CH:20]=[CH:19][C:14]3[C:15](=[O:18])[O:16][CH2:17][C:13]=3[C:12]=2[CH3:21])[C:5](=[O:10])[CH2:6]1. (3) Given the reactants C([O:8][C:9]1[C:32]([O:33][CH3:34])=[CH:31][C:12]2[C:13]3[N:18]([CH:19]([C:21]([CH3:24])([CH3:23])[CH3:22])[CH2:20][C:11]=2[CH:10]=1)[CH:17]=[C:16]([C:25]([O:27][CH2:28][CH3:29])=[O:26])[C:15](=[O:30])[CH:14]=3)C1C=CC=CC=1, predict the reaction product. The product is: [C:21]([CH:19]1[N:18]2[C:13](=[CH:14][C:15](=[O:30])[C:16]([C:25]([O:27][CH2:28][CH3:29])=[O:26])=[CH:17]2)[C:12]2[CH:31]=[C:32]([O:33][CH3:34])[C:9]([OH:8])=[CH:10][C:11]=2[CH2:20]1)([CH3:22])([CH3:23])[CH3:24]. (4) Given the reactants C([O:8][C:9]1[CH:10]=[C:11]([CH:16]=[C:17]([O:19][C:20]2[CH:25]=[N:24][C:23]([N:26]([C:31]([O:33][C:34]([CH3:37])([CH3:36])[CH3:35])=[O:32])[CH2:27][CH:28]3[CH2:30][CH2:29]3)=[CH:22][N:21]=2)[CH:18]=1)[C:12]([O:14][CH3:15])=[O:13])C1C=CC=CC=1, predict the reaction product. The product is: [C:34]([O:33][C:31]([N:26]([CH2:27][CH:28]1[CH2:29][CH2:30]1)[C:23]1[N:24]=[CH:25][C:20]([O:19][C:17]2[CH:16]=[C:11]([CH:10]=[C:9]([OH:8])[CH:18]=2)[C:12]([O:14][CH3:15])=[O:13])=[N:21][CH:22]=1)=[O:32])([CH3:37])([CH3:35])[CH3:36].